Dataset: Forward reaction prediction with 1.9M reactions from USPTO patents (1976-2016). Task: Predict the product of the given reaction. (1) Given the reactants [N:1]([CH2:4][CH2:5][O:6][CH2:7][CH2:8][O:9][CH2:10][CH2:11][OH:12])=[N+:2]=[N-:3].C(N(CC)CC)C.[S:20](Cl)([C:23]1[CH:29]=[CH:28][C:26]([CH3:27])=[CH:25][CH:24]=1)(=[O:22])=[O:21], predict the reaction product. The product is: [CH3:27][C:26]1[CH:28]=[CH:29][C:23]([S:20]([O:12][CH2:11][CH2:10][O:9][CH2:8][CH2:7][O:6][CH2:5][CH2:4][N:1]=[N+:2]=[N-:3])(=[O:22])=[O:21])=[CH:24][CH:25]=1. (2) Given the reactants [C:1]([O:5][C:6]([N:8]([CH3:22])[CH2:9][C@H:10]([CH2:15][CH:16]1[CH2:21][CH2:20][CH2:19][CH2:18][CH2:17]1)[CH2:11][C:12]([OH:14])=O)=[O:7])([CH3:4])([CH3:3])[CH3:2].CCN=C=NCCCN(C)C.C1C=CC2N(O)N=NC=2C=1.CN1CCOCC1.[Cl:51][C:52]1[CH:53]=[C:54]([C:58]([C@@H:66]2[CH2:71][CH2:70][CH2:69][NH:68][CH2:67]2)([OH:65])[CH2:59][CH2:60][CH2:61][CH2:62][O:63][CH3:64])[CH:55]=[CH:56][CH:57]=1, predict the reaction product. The product is: [Cl:51][C:52]1[CH:53]=[C:54]([C:58]([C@@H:66]2[CH2:71][CH2:70][CH2:69][N:68]([C:12](=[O:14])[CH2:11][C@@H:10]([CH2:15][CH:16]3[CH2:21][CH2:20][CH2:19][CH2:18][CH2:17]3)[CH2:9][N:8]([CH3:22])[C:6](=[O:7])[O:5][C:1]([CH3:2])([CH3:3])[CH3:4])[CH2:67]2)([OH:65])[CH2:59][CH2:60][CH2:61][CH2:62][O:63][CH3:64])[CH:55]=[CH:56][CH:57]=1. (3) Given the reactants CS(O[CH:6]1[CH2:10][CH:9]([C:11]2[N:15]3[C:16]4[CH:22]=[CH:21][N:20]([CH2:23][O:24][CH2:25][CH2:26][Si:27]([CH3:30])([CH3:29])[CH3:28])[C:17]=4[N:18]=[CH:19][C:14]3=[N:13][N:12]=2)[CH:8]([CH2:31][CH3:32])[CH2:7]1)(=O)=O.[N-:33]=[N+:34]=[N-:35].[Na+], predict the reaction product. The product is: [N:33]([CH:6]1[CH2:10][CH:9]([C:11]2[N:15]3[C:16]4[CH:22]=[CH:21][N:20]([CH2:23][O:24][CH2:25][CH2:26][Si:27]([CH3:30])([CH3:29])[CH3:28])[C:17]=4[N:18]=[CH:19][C:14]3=[N:13][N:12]=2)[CH:8]([CH2:31][CH3:32])[CH2:7]1)=[N+:34]=[N-:35]. (4) Given the reactants [NH2:1][C:2]1[CH:3]=[CH:4][CH:5]=[C:6]2[C:10]=1[NH:9][C:8]([C:11]([NH2:13])=[O:12])=[C:7]2[S:14]([N:17]1[CH2:22][CH2:21][O:20][CH2:19][CH2:18]1)(=[O:16])=[O:15].C(N(CC)CC)C.[C:30](OC(=O)C)(=[O:32])[CH3:31], predict the reaction product. The product is: [C:30]([NH:1][C:2]1[CH:3]=[CH:4][CH:5]=[C:6]2[C:10]=1[NH:9][C:8]([C:11]([NH2:13])=[O:12])=[C:7]2[S:14]([N:17]1[CH2:18][CH2:19][O:20][CH2:21][CH2:22]1)(=[O:16])=[O:15])(=[O:32])[CH3:31]. (5) The product is: [Cl:34][C:35]1[N:40]=[C:39]([CH2:41][C:16]([C:15]2[C:14]([F:23])=[C:13]([NH:12][S:9]([C:3]3[CH:4]=[C:5]([F:8])[CH:6]=[CH:7][C:2]=3[F:1])(=[O:10])=[O:11])[CH:22]=[CH:21][CH:20]=2)=[O:18])[CH:38]=[CH:37][N:36]=1. Given the reactants [F:1][C:2]1[CH:7]=[CH:6][C:5]([F:8])=[CH:4][C:3]=1[S:9]([NH:12][C:13]1[C:14]([F:23])=[C:15]([CH:20]=[CH:21][CH:22]=1)[C:16]([O:18]C)=O)(=[O:11])=[O:10].[Li+].C[Si]([N-][Si](C)(C)C)(C)C.[Cl:34][C:35]1[N:40]=[C:39]([CH3:41])[CH:38]=[CH:37][N:36]=1, predict the reaction product. (6) Given the reactants [Br:1][C:2]1[CH:7]=[CH:6][CH:5]=[C:4]([C:8]([C:10]2[CH:15]=[CH:14][C:13](SC)=[CH:12][CH:11]=2)=[CH2:9])[CH:3]=1.O[O:19][S:20]([O-:22])=O.[K+].[CH3:24]O, predict the reaction product. The product is: [Br:1][C:2]1[CH:7]=[CH:6][CH:5]=[C:4]([C:8]([C:10]2[CH:11]=[CH:12][C:13]([S:20]([CH3:24])(=[O:22])=[O:19])=[CH:14][CH:15]=2)=[CH2:9])[CH:3]=1. (7) Given the reactants [NH2:1][C:2]1[C:6](Br)=[C:5]([C:8]2[CH:13]=[CH:12][CH:11]=[CH:10][CH:9]=2)[S:4][C:3]=1[C:14]([O:16][CH3:17])=[O:15].CC1(C)C(C)(C)OB([C:26]2[CH:27]=[C:28]3[C:32](=[CH:33][CH:34]=2)[NH:31][CH:30]=[CH:29]3)O1.[F-].[Cs+], predict the reaction product. The product is: [NH2:1][C:2]1[C:6]([C:26]2[CH:27]=[C:28]3[C:32](=[CH:33][CH:34]=2)[NH:31][CH:30]=[CH:29]3)=[C:5]([C:8]2[CH:13]=[CH:12][CH:11]=[CH:10][CH:9]=2)[S:4][C:3]=1[C:14]([O:16][CH3:17])=[O:15].